This data is from Forward reaction prediction with 1.9M reactions from USPTO patents (1976-2016). The task is: Predict the product of the given reaction. Given the reactants [F:1][C:2]1[CH:7]=[CH:6][CH:5]=[C:4]([N+:8]([O-])=O)[C:3]=1[C:11]1[CH2:16][C:15]([CH3:18])([CH3:17])[CH2:14][C:13]([CH3:20])([CH3:19])[CH:12]=1.[Cl-].[NH4+].O, predict the reaction product. The product is: [F:1][C:2]1[C:3]([C:11]2[CH2:16][C:15]([CH3:18])([CH3:17])[CH2:14][C:13]([CH3:20])([CH3:19])[CH:12]=2)=[C:4]([NH2:8])[CH:5]=[CH:6][CH:7]=1.